Dataset: Catalyst prediction with 721,799 reactions and 888 catalyst types from USPTO. Task: Predict which catalyst facilitates the given reaction. (1) Reactant: C([O:4][C@@H:5]1[C@H:9]([O:10][CH2:11][C:12]2[CH:17]=[CH:16][CH:15]=[CH:14][CH:13]=2)[C@@:8]([CH2:27][O:28]C(=O)C)([CH2:18][O:19][CH2:20][C:21]2[CH:26]=[CH:25][CH:24]=[CH:23][CH:22]=2)[O:7][C@H:6]1[N:32]1[CH:47]=[CH:46][C:36]([NH:37][C:38](=[O:45])[C:39]2[CH:44]=[CH:43][CH:42]=[CH:41][CH:40]=2)=[N:35][C:33]1=[O:34])(=O)C.C[O-].[Na+].Cl. Product: [CH2:11]([O:10][C@@H:9]1[C@@:8]([CH2:27][OH:28])([CH2:18][O:19][CH2:20][C:21]2[CH:26]=[CH:25][CH:24]=[CH:23][CH:22]=2)[O:7][C@@H:6]([N:32]2[CH:47]=[CH:46][C:36]([NH:37][C:38](=[O:45])[C:39]3[CH:44]=[CH:43][CH:42]=[CH:41][CH:40]=3)=[N:35][C:33]2=[O:34])[C@@H:5]1[OH:4])[C:12]1[CH:17]=[CH:16][CH:15]=[CH:14][CH:13]=1. The catalyst class is: 5. (2) Reactant: [N:1]1[C:8]([NH2:9])=[N:7][C:5]([NH2:6])=[N:4][C:2]=1[NH2:3].[C:10]1(=[O:15])[O:14][CH2:13][CH2:12][O:11]1.[OH-].[Na+].[S:18](=[O:22])(=[O:21])([OH:20])[OH:19]. Product: [S:18](=[O:20])(=[O:19])([OH:22])[OH:21].[C:10]1(=[O:15])[O:14][CH2:13][CH2:12][O:11]1.[N:1]1[C:8]([NH2:9])=[N:7][C:5]([NH2:6])=[N:4][C:2]=1[NH2:3]. The catalyst class is: 6. (3) The catalyst class is: 2. Product: [CH3:8][C:9]1([CH3:30])[CH2:15][O:14][C:13]2[CH:16]=[C:17](/[CH:20]=[CH:21]/[C:22]([OH:24])=[O:23])[CH:18]=[N:19][C:12]=2[NH:11][C:10]1=[O:29]. Reactant: C(O)(C(F)(F)F)=O.[CH3:8][C:9]1([CH3:30])[CH2:15][O:14][C:13]2[CH:16]=[C:17](/[CH:20]=[CH:21]/[C:22]([O:24]C(C)(C)C)=[O:23])[CH:18]=[N:19][C:12]=2[NH:11][C:10]1=[O:29]. (4) Reactant: Br[C:2]1[CH:3]=[C:4]([CH:23]=[CH:24][CH:25]=1)[CH2:5][O:6][C:7]1[CH:12]=[CH:11][C:10]([C:13]2[CH:18]=[C:17]([F:19])[C:16]([F:20])=[CH:15][C:14]=2[O:21][CH3:22])=[CH:9][CH:8]=1.[I-].[Na+].C(=O)([O-])[O-].[Cs+].[Cs+].[NH:34]1[CH2:38][CH2:37][CH2:36][C@H:35]1[CH2:39][C:40]([OH:42])=[O:41]. Product: [F:20][C:16]1[C:17]([F:19])=[CH:18][C:13]([C:10]2[CH:11]=[CH:12][C:7]([O:6][CH2:5][C:4]3[CH:3]=[C:2]([N:34]4[CH2:38][CH2:37][CH2:36][C@H:35]4[CH2:39][C:40]([OH:42])=[O:41])[CH:25]=[CH:24][CH:23]=3)=[CH:8][CH:9]=2)=[C:14]([O:21][CH3:22])[CH:15]=1. The catalyst class is: 419. (5) Reactant: [CH3:1][S:2]([C:5]1[CH:10]=[CH:9][CH:8]=[C:7]([N+:11]([O-])=O)[CH:6]=1)(=[NH:4])=[O:3].[OH-].[Na+].C(OCC)(=O)C. Product: [NH2:11][C:7]1[CH:6]=[C:5]([S:2]([CH3:1])(=[NH:4])=[O:3])[CH:10]=[CH:9][CH:8]=1. The catalyst class is: 295. (6) Reactant: [Br:1][C:2]1[CH:3]=[C:4]([C:15]([O:17]C)=[O:16])[C:5]2[C:6]([CH3:14])=[CH:7][N:8]([CH:11]([CH3:13])[CH3:12])[C:9]=2[CH:10]=1.[OH-].[Na+].O. Product: [Br:1][C:2]1[CH:3]=[C:4]([C:15]([OH:17])=[O:16])[C:5]2[C:6]([CH3:14])=[CH:7][N:8]([CH:11]([CH3:13])[CH3:12])[C:9]=2[CH:10]=1. The catalyst class is: 8. (7) Reactant: [CH3:1][N:2]1[CH:6]=[C:5]([C:7]2[CH:8]=[C:9]3[C:14](=[CH:15][CH:16]=2)[N:13]([C:17]2[C:21]4[CH2:22][N:23]([C:26](=[O:28])[CH3:27])[CH2:24][CH2:25][C:20]=4[NH:19][N:18]=2)[CH2:12][CH2:11][CH2:10]3)[CH:4]=[N:3]1.CS(O[CH:34]1[CH2:39][CH2:38][N:37]([C:40](=[O:42])[CH3:41])[CH2:36][CH2:35]1)(=O)=O.C([O-])([O-])=O.[Cs+].[Cs+]. Product: [C:26]([N:23]1[CH2:24][CH2:25][C:20]2[N:19]([CH:34]3[CH2:39][CH2:38][N:37]([C:40](=[O:42])[CH3:41])[CH2:36][CH2:35]3)[N:18]=[C:17]([N:13]3[C:14]4[C:9](=[CH:8][C:7]([C:5]5[CH:4]=[N:3][N:2]([CH3:1])[CH:6]=5)=[CH:16][CH:15]=4)[CH2:10][CH2:11][CH2:12]3)[C:21]=2[CH2:22]1)(=[O:28])[CH3:27]. The catalyst class is: 3.